From a dataset of Reaction yield outcomes from USPTO patents with 853,638 reactions. Predict the reaction yield, written as a fraction of the theoretical maximum amount of product (1.0 means a 100% yield; for example, 0.34 means a 34% yield). The reactants are [NH:1]1[C:5]2[CH:6]=[CH:7][CH:8]=[CH:9][C:4]=2[N:3]=[C:2]1[C:10]([C:12]1[CH:32]=[CH:31][C:15]([O:16][C:17]2[C:18]([C:23]3[CH2:28][CH2:27][N:26]([CH3:29])[C:25](=[O:30])[CH:24]=3)=[N:19][CH:20]=[CH:21][N:22]=2)=[CH:14][CH:13]=1)=[O:11]. The catalyst is [Pd].CCO.O1CCOCC1. The product is [NH:1]1[C:5]2[CH:6]=[CH:7][CH:8]=[CH:9][C:4]=2[N:3]=[C:2]1[C:10]([C:12]1[CH:13]=[CH:14][C:15]([O:16][C:17]2[C:18]([CH:23]3[CH2:28][CH2:27][N:26]([CH3:29])[C:25](=[O:30])[CH2:24]3)=[N:19][CH:20]=[CH:21][N:22]=2)=[CH:31][CH:32]=1)=[O:11]. The yield is 0.380.